Dataset: NCI-60 drug combinations with 297,098 pairs across 59 cell lines. Task: Regression. Given two drug SMILES strings and cell line genomic features, predict the synergy score measuring deviation from expected non-interaction effect. (1) Drug 1: CC1=C2C(C(=O)C3(C(CC4C(C3C(C(C2(C)C)(CC1OC(=O)C(C(C5=CC=CC=C5)NC(=O)OC(C)(C)C)O)O)OC(=O)C6=CC=CC=C6)(CO4)OC(=O)C)OC)C)OC. Drug 2: CN(CCCl)CCCl.Cl. Cell line: HT29. Synergy scores: CSS=33.3, Synergy_ZIP=-5.67, Synergy_Bliss=-9.50, Synergy_Loewe=-23.7, Synergy_HSA=-9.97. (2) Drug 1: CC1=C2C(C(=O)C3(C(CC4C(C3C(C(C2(C)C)(CC1OC(=O)C(C(C5=CC=CC=C5)NC(=O)OC(C)(C)C)O)O)OC(=O)C6=CC=CC=C6)(CO4)OC(=O)C)O)C)O. Drug 2: CC1=C(C(=CC=C1)Cl)NC(=O)C2=CN=C(S2)NC3=CC(=NC(=N3)C)N4CCN(CC4)CCO. Cell line: HCT116. Synergy scores: CSS=3.36, Synergy_ZIP=-3.96, Synergy_Bliss=-6.45, Synergy_Loewe=-6.98, Synergy_HSA=-5.16. (3) Drug 1: C1=CC(=CC=C1C#N)C(C2=CC=C(C=C2)C#N)N3C=NC=N3. Drug 2: CCC1(C2=C(COC1=O)C(=O)N3CC4=CC5=C(C=CC(=C5CN(C)C)O)N=C4C3=C2)O.Cl. Cell line: SK-MEL-5. Synergy scores: CSS=23.1, Synergy_ZIP=8.01, Synergy_Bliss=15.4, Synergy_Loewe=-28.8, Synergy_HSA=0.692. (4) Drug 1: CS(=O)(=O)C1=CC(=C(C=C1)C(=O)NC2=CC(=C(C=C2)Cl)C3=CC=CC=N3)Cl. Drug 2: C#CCC(CC1=CN=C2C(=N1)C(=NC(=N2)N)N)C3=CC=C(C=C3)C(=O)NC(CCC(=O)O)C(=O)O. Cell line: OVCAR3. Synergy scores: CSS=-0.629, Synergy_ZIP=-0.259, Synergy_Bliss=-1.55, Synergy_Loewe=-3.82, Synergy_HSA=-3.78. (5) Drug 1: CC1CCC2CC(C(=CC=CC=CC(CC(C(=O)C(C(C(=CC(C(=O)CC(OC(=O)C3CCCCN3C(=O)C(=O)C1(O2)O)C(C)CC4CCC(C(C4)OC)O)C)C)O)OC)C)C)C)OC. Drug 2: B(C(CC(C)C)NC(=O)C(CC1=CC=CC=C1)NC(=O)C2=NC=CN=C2)(O)O. Cell line: CAKI-1. Synergy scores: CSS=40.3, Synergy_ZIP=3.19, Synergy_Bliss=6.75, Synergy_Loewe=-9.59, Synergy_HSA=4.69. (6) Drug 1: CC12CCC3C(C1CCC2O)C(CC4=C3C=CC(=C4)O)CCCCCCCCCS(=O)CCCC(C(F)(F)F)(F)F. Drug 2: CC(C)CN1C=NC2=C1C3=CC=CC=C3N=C2N. Cell line: HCT-15. Synergy scores: CSS=5.53, Synergy_ZIP=4.13, Synergy_Bliss=3.50, Synergy_Loewe=4.46, Synergy_HSA=1.07. (7) Drug 1: CC=C1C(=O)NC(C(=O)OC2CC(=O)NC(C(=O)NC(CSSCCC=C2)C(=O)N1)C(C)C)C(C)C. Drug 2: CC1CCC2CC(C(=CC=CC=CC(CC(C(=O)C(C(C(=CC(C(=O)CC(OC(=O)C3CCCCN3C(=O)C(=O)C1(O2)O)C(C)CC4CCC(C(C4)OC)OCCO)C)C)O)OC)C)C)C)OC. Cell line: U251. Synergy scores: CSS=22.8, Synergy_ZIP=2.63, Synergy_Bliss=8.53, Synergy_Loewe=-33.1, Synergy_HSA=1.52. (8) Drug 1: C1C(C(OC1N2C=NC3=C(N=C(N=C32)Cl)N)CO)O. Drug 2: CC12CCC3C(C1CCC2O)C(CC4=C3C=CC(=C4)O)CCCCCCCCCS(=O)CCCC(C(F)(F)F)(F)F. Cell line: NCI/ADR-RES. Synergy scores: CSS=45.0, Synergy_ZIP=-0.595, Synergy_Bliss=-1.89, Synergy_Loewe=-27.9, Synergy_HSA=-0.547. (9) Drug 1: CC1=C(C(CCC1)(C)C)C=CC(=CC=CC(=CC(=O)O)C)C. Drug 2: COCCOC1=C(C=C2C(=C1)C(=NC=N2)NC3=CC=CC(=C3)C#C)OCCOC.Cl. Cell line: MDA-MB-231. Synergy scores: CSS=7.74, Synergy_ZIP=-2.27, Synergy_Bliss=0.123, Synergy_Loewe=3.75, Synergy_HSA=2.10. (10) Drug 1: CC1C(C(CC(O1)OC2CC(CC3=C2C(=C4C(=C3O)C(=O)C5=C(C4=O)C(=CC=C5)OC)O)(C(=O)C)O)N)O.Cl. Drug 2: C1C(C(OC1N2C=NC(=NC2=O)N)CO)O. Cell line: MALME-3M. Synergy scores: CSS=27.0, Synergy_ZIP=-4.75, Synergy_Bliss=6.18, Synergy_Loewe=-0.250, Synergy_HSA=5.01.